Dataset: Catalyst prediction with 721,799 reactions and 888 catalyst types from USPTO. Task: Predict which catalyst facilitates the given reaction. (1) Reactant: [NH2:1][C:2]1[CH:30]=[CH:29][C:5]2[NH:6][C:7]([C:12]3[C:13](=[O:28])[N:14]([CH2:23][CH2:24][CH:25]([CH3:27])[CH3:26])[C:15]4[C:20]([C:21]=3[OH:22])=[CH:19][CH:18]=[CH:17][N:16]=4)=[N:8][S:9](=[O:11])(=[O:10])[C:4]=2[CH:3]=1.[S:31]1[CH:35]=[CH:34][CH:33]=[C:32]1[S:36](Cl)(=[O:38])=[O:37]. Product: [OH:22][C:21]1[C:20]2[C:15](=[N:16][CH:17]=[CH:18][CH:19]=2)[N:14]([CH2:23][CH2:24][CH:25]([CH3:27])[CH3:26])[C:13](=[O:28])[C:12]=1[C:7]1[NH:6][C:5]2[CH:29]=[CH:30][C:2]([NH:1][S:36]([C:32]3[S:31][CH:35]=[CH:34][CH:33]=3)(=[O:38])=[O:37])=[CH:3][C:4]=2[S:9](=[O:11])(=[O:10])[N:8]=1. The catalyst class is: 17. (2) Reactant: [F:1][C:2]1[CH:3]=[C:4]([CH:27]=[C:28]([F:30])[CH:29]=1)[CH2:5][C:6]1([CH3:26])[C:14]2[C:9](=[CH:10][CH:11]=[C:12]([C:15]3[CH:20]=[CH:19][CH:18]=[C:17]([C:21]([F:24])([F:23])[F:22])[CH:16]=3)[CH:13]=2)[NH:8][C:7]1=[O:25].[H-].[Na+].Cl[CH2:34][C:35]1[N:39]=[CH:38][N:37]([CH3:40])[N:36]=1. Product: [F:30][C:28]1[CH:27]=[C:4]([CH:3]=[C:2]([F:1])[CH:29]=1)[CH2:5][C:6]1([CH3:26])[C:14]2[C:9](=[CH:10][CH:11]=[C:12]([C:15]3[CH:20]=[CH:19][CH:18]=[C:17]([C:21]([F:22])([F:23])[F:24])[CH:16]=3)[CH:13]=2)[N:8]([CH2:34][C:35]2[N:39]=[CH:38][N:37]([CH3:40])[N:36]=2)[C:7]1=[O:25]. The catalyst class is: 39. (3) Reactant: [CH2:1]([O:3][C:4](=[O:17])[CH2:5][C:6]1(O)[C:14]2[C:9](=[CH:10][CH:11]=[C:12]([F:15])[CH:13]=2)[CH2:8][CH2:7]1)[CH3:2].C1(C)C=CC(S(O)(=O)=O)=CC=1.O.[Cl-].[Cl-].[Ca+2]. Product: [CH2:1]([O:3][C:4](=[O:17])[CH2:5][C:6]1[C:14]2[C:9](=[CH:10][CH:11]=[C:12]([F:15])[CH:13]=2)[CH2:8][CH:7]=1)[CH3:2]. The catalyst class is: 11. (4) Reactant: [C:1]([O:5][C@@H:6]([C:11]1[C:26]([CH3:27])=[CH:25][C:14]2[N:15]=[C:16]([C:18]3[CH:23]=[CH:22][N:21]=[C:20](Cl)[N:19]=3)[S:17][C:13]=2[C:12]=1[C:28]1[CH:33]=[CH:32][C:31]([Cl:34])=[CH:30][CH:29]=1)[C:7]([O:9][CH3:10])=[O:8])([CH3:4])([CH3:3])[CH3:2].[CH:35]([N:38]1[CH2:43][CH2:42][NH:41][C@@H:40]([CH3:44])[CH2:39]1)([CH3:37])[CH3:36].C(N(CC)CC)C. Product: [C:1]([O:5][C@@H:6]([C:11]1[C:26]([CH3:27])=[CH:25][C:14]2[N:15]=[C:16]([C:18]3[CH:23]=[CH:22][N:21]=[C:20]([N:41]4[CH2:42][CH2:43][N:38]([CH:35]([CH3:37])[CH3:36])[CH2:39][C@@H:40]4[CH3:44])[N:19]=3)[S:17][C:13]=2[C:12]=1[C:28]1[CH:29]=[CH:30][C:31]([Cl:34])=[CH:32][CH:33]=1)[C:7]([O:9][CH3:10])=[O:8])([CH3:4])([CH3:3])[CH3:2]. The catalyst class is: 12. (5) Reactant: [NH2:1][CH2:2][CH2:3][CH2:4][O:5][C:6]1[CH:11]=[CH:10][C:9]([Cl:12])=[CH:8][C:7]=1[NH:13][C:14]([NH:16][C:17]1[CH:22]=[N:21][C:20]([CH3:23])=[CH:19][N:18]=1)=[O:15].[CH:24]([N:27]([CH:30](C)C)[CH2:28]C)(C)[CH3:25].ClCC(Cl)=[O:36].CNC. Product: [Cl:12][C:9]1[CH:10]=[CH:11][C:6]([O:5][CH2:4][CH2:3][CH2:2][NH:1][C:25](=[O:36])[CH2:24][N:27]([CH3:30])[CH3:28])=[C:7]([NH:13][C:14]([NH:16][C:17]2[CH:22]=[N:21][C:20]([CH3:23])=[CH:19][N:18]=2)=[O:15])[CH:8]=1. The catalyst class is: 4. (6) Reactant: [N+:1]([C:4]1[C:5]([O:22][CH3:23])=[N:6][C:7]([NH:12][CH2:13][CH2:14][S:15]([NH:18][CH:19]([CH3:21])[CH3:20])(=[O:17])=[O:16])=[N:8][C:9]=1[O:10][CH3:11])([O-])=O.C([O-])=O.[NH4+]. Product: [NH2:1][C:4]1[C:9]([O:10][CH3:11])=[N:8][C:7]([NH:12][CH2:13][CH2:14][S:15]([NH:18][CH:19]([CH3:20])[CH3:21])(=[O:17])=[O:16])=[N:6][C:5]=1[O:22][CH3:23]. The catalyst class is: 421. (7) Reactant: [Li:1]CCCC.[NH:6]([CH:10]([CH3:12])[CH3:11])[CH:7]([CH3:9])[CH3:8].[CH:13]1([C:19]#[N:20])[CH2:18][CH2:17][CH2:16][CH2:15][CH2:14]1.[CH2:21]([O:28][CH2:29][CH:30]=[O:31])[C:22]1[CH:27]=[CH:26][CH:25]=[CH:24][CH:23]=1.[NH4+].[Cl-]. Product: [CH:7]([N-:6][CH:10]([CH3:12])[CH3:11])([CH3:9])[CH3:8].[Li+:1].[CH2:21]([O:28][CH2:29][CH:30]([C:13]1([C:19]#[N:20])[CH2:18][CH2:17][CH2:16][CH2:15][CH2:14]1)[OH:31])[C:22]1[CH:27]=[CH:26][CH:25]=[CH:24][CH:23]=1. The catalyst class is: 7.